Regression/Classification. Given a drug SMILES string, predict its toxicity properties. Task type varies by dataset: regression for continuous values (e.g., LD50, hERG inhibition percentage) or binary classification for toxic/non-toxic outcomes (e.g., AMES mutagenicity, cardiotoxicity, hepatotoxicity). Dataset: ames. From a dataset of Ames mutagenicity test results for genotoxicity prediction. (1) The result is 0 (non-mutagenic). The drug is C=CC(=O)OCCCCCC(C)C. (2) The result is 1 (mutagenic). The compound is O=C(O)c1ccc([N+](=O)[O-])cc1[N+](=O)[O-].